From a dataset of Catalyst prediction with 721,799 reactions and 888 catalyst types from USPTO. Predict which catalyst facilitates the given reaction. Reactant: [CH3:1][C@H:2]([NH:5][C:6](=[O:12])[O:7][C:8]([CH3:11])([CH3:10])[CH3:9])[CH:3]=[O:4].Br[C:14]([F:21])([F:20])[C:15]([O:17][CH2:18][CH3:19])=[O:16].Cl. Product: [C:8]([O:7][C:6]([NH:5][C@@H:2]([CH3:1])[C@@H:3]([OH:4])[C:14]([F:21])([F:20])[C:15]([O:17][CH2:18][CH3:19])=[O:16])=[O:12])([CH3:11])([CH3:10])[CH3:9]. The catalyst class is: 324.